From a dataset of Peptide-MHC class I binding affinity with 185,985 pairs from IEDB/IMGT. Regression. Given a peptide amino acid sequence and an MHC pseudo amino acid sequence, predict their binding affinity value. This is MHC class I binding data. (1) The peptide sequence is AEPPFGESNI. The MHC is HLA-B40:01 with pseudo-sequence HLA-B40:01. The binding affinity (normalized) is 0.431. (2) The peptide sequence is ALFDRPAFK. The MHC is HLA-A11:01 with pseudo-sequence HLA-A11:01. The binding affinity (normalized) is 0.706. (3) The MHC is HLA-B15:17 with pseudo-sequence HLA-B15:17. The peptide sequence is FEFILRYGD. The binding affinity (normalized) is 0.0847. (4) The peptide sequence is REMGIVDLL. The MHC is HLA-A26:01 with pseudo-sequence HLA-A26:01. The binding affinity (normalized) is 0.0847. (5) The MHC is Patr-A0101 with pseudo-sequence Patr-A0101. The peptide sequence is WMNSTGFTK. The binding affinity (normalized) is 0.800. (6) The MHC is Mamu-A07 with pseudo-sequence Mamu-A07. The peptide sequence is KSINKVYGK. The binding affinity (normalized) is 0.0287. (7) The peptide sequence is AYQPTRWFI. The MHC is HLA-B08:02 with pseudo-sequence HLA-B08:02. The binding affinity (normalized) is 0.0847.